Dataset: Forward reaction prediction with 1.9M reactions from USPTO patents (1976-2016). Task: Predict the product of the given reaction. Given the reactants [CH3:1][C:2]1[CH:7]=[CH:6][N+:5]([O-])=[CH:4][CH:3]=1.F[B-](F)(F)F.[CH3:14][O+:15](C)C, predict the reaction product. The product is: [CH3:1][C:2]1[CH:7]=[CH:6][N:5]=[C:4]([CH2:14][OH:15])[CH:3]=1.